From a dataset of Forward reaction prediction with 1.9M reactions from USPTO patents (1976-2016). Predict the product of the given reaction. Given the reactants Cl[C:2]1[CH:7]=[N:6][CH:5]=[CH:4][N:3]=1.[Cl:8][C:9]1[CH:30]=[C:29](B2OC(C)(C)C(C)(C)O2)[CH:28]=[CH:27][C:10]=1[C:11]([N:13]1[CH2:17][CH2:16][C@@:15]2([C:21]3[CH:22]=[CH:23][CH:24]=[CH:25][C:20]=3[C:19](=[O:26])[O:18]2)[CH2:14]1)=[O:12].BrC1C=CC(C(N2CC[C@@]3(C4C=CC=CC=4C(=O)O3)C2)=O)=C(Cl)C=1, predict the reaction product. The product is: [Cl:8][C:9]1[CH:30]=[C:29]([C:2]2[CH:7]=[N:6][CH:5]=[CH:4][N:3]=2)[CH:28]=[CH:27][C:10]=1[C:11]([N:13]1[CH2:17][CH2:16][C@@:15]2([C:21]3[CH:22]=[CH:23][CH:24]=[CH:25][C:20]=3[C:19](=[O:26])[O:18]2)[CH2:14]1)=[O:12].